This data is from Forward reaction prediction with 1.9M reactions from USPTO patents (1976-2016). The task is: Predict the product of the given reaction. (1) Given the reactants CC1C=[C:6]([N:8]2C=N[N:10]=[N:9]2)C=CC=1CC(O)=O.[NH2:17][C:18]1[CH:23]=[CH:22][C:21]([CH2:24][C:25]([OH:27])=[O:26])=[C:20]([C:28]([F:31])([F:30])[F:29])[CH:19]=1, predict the reaction product. The product is: [N:17]1([C:18]2[CH:23]=[CH:22][C:21]([CH2:24][C:25]([OH:27])=[O:26])=[C:20]([C:28]([F:29])([F:30])[F:31])[CH:19]=2)[CH:6]=[N:8][N:9]=[N:10]1. (2) Given the reactants [F:1][C:2]([F:15])([F:14])[C:3]1[CH:8]=[CH:7][CH:6]=[CH:5][C:4]=1[CH2:9][S:10](O)(=[O:12])=[O:11].C(Cl)(=O)C([Cl:19])=O, predict the reaction product. The product is: [F:1][C:2]([F:15])([F:14])[C:3]1[CH:8]=[CH:7][CH:6]=[CH:5][C:4]=1[CH2:9][S:10]([Cl:19])(=[O:12])=[O:11]. (3) Given the reactants CN([C:4]([O:8][N:9]1N=NC2C=CC=N[C:10]1=2)=[N+](C)C)C.F[P-](F)(F)(F)(F)F.C1C=NC2N(O)N=NC=2C=1.CCN(C(C)C)C(C)C.[Cl:44][C:45]1[CH:46]=[C:47]([CH:51]=[C:52]([Cl:54])[N:53]=1)[C:48](O)=[O:49].Cl.CNOC, predict the reaction product. The product is: [Cl:44][C:45]1[CH:46]=[C:47]([CH:51]=[C:52]([Cl:54])[N:53]=1)[C:48]([N:9]([O:8][CH3:4])[CH3:10])=[O:49]. (4) Given the reactants [NH2:1][C:2]1[CH:23]=[CH:22][C:21]([N:24]2[CH2:29][CH2:28][CH2:27][CH2:26][CH2:25]2)=[CH:20][C:3]=1[C:4]([NH:6]/[N:7]=[CH:8]/[C:9]1[CH:14]=[CH:13][C:12]([Cl:15])=[C:11]([C:16]([F:19])([F:18])[F:17])[CH:10]=1)=[O:5].[Br:30][C:31]1[N:36]=[C:35]([C:37](Cl)=[O:38])[CH:34]=[CH:33][CH:32]=1, predict the reaction product. The product is: [Br:30][C:31]1[N:36]=[C:35]([C:37]([NH:1][C:2]2[CH:23]=[CH:22][C:21]([N:24]3[CH2:29][CH2:28][CH2:27][CH2:26][CH2:25]3)=[CH:20][C:3]=2[C:4]([NH:6]/[N:7]=[CH:8]/[C:9]2[CH:14]=[CH:13][C:12]([Cl:15])=[C:11]([C:16]([F:19])([F:17])[F:18])[CH:10]=2)=[O:5])=[O:38])[CH:34]=[CH:33][CH:32]=1.